Dataset: Full USPTO retrosynthesis dataset with 1.9M reactions from patents (1976-2016). Task: Predict the reactants needed to synthesize the given product. (1) Given the product [CH2:1]([N:8]1[CH2:12][CH2:11][C@H:10]([CH2:13][NH2:14])[CH2:9]1)[C:2]1[CH:7]=[CH:6][CH:5]=[CH:4][CH:3]=1, predict the reactants needed to synthesize it. The reactants are: [CH2:1]([N:8]1[CH2:12][CH2:11][CH:10]([C:13]#[N:14])[CH2:9]1)[C:2]1[CH:7]=[CH:6][CH:5]=[CH:4][CH:3]=1.[H-].[H-].[H-].[H-].[Li+].[Al+3].N1CCCC1. (2) Given the product [F:39][C:40]([F:47])([F:46])[C:41]([NH:22][C@@H:20]([CH3:21])[C@H:19]([O:18][C:14]1[CH:13]=[C:12]2[C:17](=[CH:16][CH:15]=1)[N:9]([C:6]1[CH:7]=[CH:8][C:3]([F:2])=[CH:4][CH:5]=1)[N:10]=[CH:11]2)[C:23]1[CH:24]=[CH:25][C:26]([S:29][CH3:30])=[CH:27][CH:28]=1)=[O:42], predict the reactants needed to synthesize it. The reactants are: Cl.[F:2][C:3]1[CH:8]=[CH:7][C:6]([N:9]2[C:17]3[C:12](=[CH:13][C:14]([O:18][C@H:19]([C:23]4[CH:28]=[CH:27][C:26]([S:29][CH3:30])=[CH:25][CH:24]=4)[C@@H:20]([NH2:22])[CH3:21])=[CH:15][CH:16]=3)[CH:11]=[N:10]2)=[CH:5][CH:4]=1.CN(C)C(N(C)C)=N.[F:39][C:40]([F:47])([F:46])[C:41](OCC)=[O:42].